Task: Predict the reaction yield, written as a fraction of the theoretical maximum amount of product (1.0 means a 100% yield; for example, 0.34 means a 34% yield).. Dataset: Reaction yield outcomes from USPTO patents with 853,638 reactions (1) The reactants are [H-].[Na+].[NH:3]1[C:7]([CH2:8][CH2:9][C:10]([O:12][CH3:13])=[O:11])=[N:6][N:5]=[N:4]1.Cl[CH2:15][O:16][CH2:17][CH2:18][Si:19]([CH3:22])([CH3:21])[CH3:20]. The catalyst is CN(C=O)C.CCOCC. The product is [CH3:20][Si:19]([CH3:22])([CH3:21])[CH2:18][CH2:17][O:16][CH2:15][N:6]1[C:7]([CH2:8][CH2:9][C:10]([O:12][CH3:13])=[O:11])=[N:3][N:4]=[N:5]1. The yield is 0.410. (2) The reactants are [OH:1][C:2]1[CH:9]=[C:8](O)[CH:7]=[CH:6][C:3]=1[CH:4]=[O:5].[C:11](=[O:14])([O-])[O-].[K+].[K+].Br[CH2:18][CH2:19][CH2:20][CH2:21][CH2:22][CH2:23][CH2:24][CH2:25][CH2:26][CH2:27][CH2:28][CH2:29][CH2:30][CH2:31][CH2:32][CH2:33][CH2:34][CH2:35][CH2:36][CH2:37][CH2:38][CH3:39]. The catalyst is CN(C)C=O. The product is [CH2:18]([O:1][C:2]1[CH:9]=[C:8]([O:14][CH2:11][CH2:38][CH2:37][CH2:36][CH2:35][CH2:34][CH2:33][CH2:32][CH2:31][CH2:30][CH2:29][CH2:28][CH2:27][CH2:26][CH2:25][CH2:24][CH2:23][CH2:22][CH2:21][CH2:20][CH2:19][CH3:18])[CH:7]=[CH:6][C:3]=1[CH:4]=[O:5])[CH2:19][CH2:20][CH2:21][CH2:22][CH2:23][CH2:24][CH2:25][CH2:26][CH2:27][CH2:28][CH2:29][CH2:30][CH2:31][CH2:32][CH2:33][CH2:34][CH2:35][CH2:36][CH2:37][CH2:38][CH3:39]. The yield is 0.993. (3) The reactants are Cl[C:2]1[O:3][C:4]([C:13]2[CH:18]=[CH:17][C:16]([S:19]([NH2:22])(=[O:21])=[O:20])=[CH:15][CH:14]=2)=[C:5]([C:7]2[CH:12]=[CH:11][CH:10]=[CH:9][CH:8]=2)[N:6]=1.[CH3:23]N(C=O)C.C(=O)([O-])[O-].[K+].[K+].[OH:34][C:35]1[CH:36]=[C:37]([CH:41]2[CH2:46][CH:45]([O:47][CH3:48])C[CH2:43][O:42]2)[CH:38]=[CH:39][CH:40]=1. The catalyst is C(OCC)(=O)C. The product is [CH3:43][O:42][C:41]1([C:37]2[CH:36]=[C:35]([CH:40]=[CH:39][CH:38]=2)[O:34][C:2]2[O:3][C:4]([C:13]3[CH:18]=[CH:17][C:16]([S:19]([NH2:22])(=[O:21])=[O:20])=[CH:15][CH:14]=3)=[C:5]([C:7]3[CH:12]=[CH:11][CH:10]=[CH:9][CH:8]=3)[N:6]=2)[CH2:46][CH2:45][O:47][CH2:48][CH2:23]1. The yield is 0.440. (4) The reactants are [CH2:1]([C:4]1[N:9]=[C:8]2[S:10][C:11]([CH2:13][O:14][C:15]3[C:16]([F:25])=[C:17]([C:21]([F:24])=[CH:22][CH:23]=3)[C:18]([NH2:20])=[O:19])=[N:12][C:7]2=[CH:6][CH:5]=1)[CH:2]=[CH2:3]. The catalyst is CO.[Pd]. The product is [F:25][C:16]1[C:15]([O:14][CH2:13][C:11]2[S:10][C:8]3[C:7]([N:12]=2)=[CH:6][CH:5]=[C:4]([CH2:1][CH2:2][CH3:3])[N:9]=3)=[CH:23][CH:22]=[C:21]([F:24])[C:17]=1[C:18]([NH2:20])=[O:19]. The yield is 0.430. (5) The reactants are [H-].[Al+3].[Li+].[H-].[H-].[H-].FC1C=C(C=CC=1)C[O:12][C:13](=O)[C:14]1[C:15](=[CH:27][C:28]([O:31][CH2:32][C:33]2[CH:38]=[CH:37][CH:36]=[C:35]([F:39])[CH:34]=2)=[CH:29][CH:30]=1)[C:16](OCC1C=CC=C(F)C=1)=[O:17].O.S(=O)(=O)(O)O. The catalyst is C(OCC)C. The product is [F:39][C:35]1[CH:34]=[C:33]([CH:38]=[CH:37][CH:36]=1)[CH2:32][O:31][C:28]1[CH:29]=[CH:30][C:14]([CH2:13][OH:12])=[C:15]([CH2:16][OH:17])[CH:27]=1. The yield is 0.760.